This data is from NCI-60 drug combinations with 297,098 pairs across 59 cell lines. The task is: Regression. Given two drug SMILES strings and cell line genomic features, predict the synergy score measuring deviation from expected non-interaction effect. (1) Drug 1: CC1=C2C(C(=O)C3(C(CC4C(C3C(C(C2(C)C)(CC1OC(=O)C(C(C5=CC=CC=C5)NC(=O)OC(C)(C)C)O)O)OC(=O)C6=CC=CC=C6)(CO4)OC(=O)C)OC)C)OC. Drug 2: CCCS(=O)(=O)NC1=C(C(=C(C=C1)F)C(=O)C2=CNC3=C2C=C(C=N3)C4=CC=C(C=C4)Cl)F. Cell line: A549. Synergy scores: CSS=50.5, Synergy_ZIP=2.10, Synergy_Bliss=1.22, Synergy_Loewe=-24.4, Synergy_HSA=3.01. (2) Drug 1: CC12CCC3C(C1CCC2NC(=O)OCC(F)(F)F)CCC4C3(C=CC(=O)N4C)C. Drug 2: CC(C)(C#N)C1=CC=C(C=C1)N2C3=C4C=C(C=CC4=NC=C3N(C2=O)C)C5=CC6=CC=CC=C6N=C5. Cell line: HCT116. Synergy scores: CSS=33.8, Synergy_ZIP=-5.28, Synergy_Bliss=-3.29, Synergy_Loewe=-34.2, Synergy_HSA=-0.380. (3) Drug 1: CCC1=C2CN3C(=CC4=C(C3=O)COC(=O)C4(CC)O)C2=NC5=C1C=C(C=C5)O. Drug 2: C1=CC=C(C=C1)NC(=O)CCCCCCC(=O)NO. Cell line: RPMI-8226. Synergy scores: CSS=44.7, Synergy_ZIP=-4.18, Synergy_Bliss=2.29, Synergy_Loewe=-1.34, Synergy_HSA=3.45. (4) Drug 1: C1C(C(OC1N2C=NC3=C2NC=NCC3O)CO)O. Drug 2: C1C(C(OC1N2C=NC(=NC2=O)N)CO)O. Cell line: SF-295. Synergy scores: CSS=8.98, Synergy_ZIP=-4.39, Synergy_Bliss=-6.34, Synergy_Loewe=-11.3, Synergy_HSA=-2.69.